From a dataset of Catalyst prediction with 721,799 reactions and 888 catalyst types from USPTO. Predict which catalyst facilitates the given reaction. Reactant: [OH-].[Na+].C[O:4][C:5](=[O:33])[C:6]1[CH:11]=[CH:10][C:9]([Cl:12])=[C:8]([NH:13][C:14]([C:16]2[C:31](=[O:32])[NH:30][C:19]3[N:20]=[C:21]([N:24]4[CH2:29][CH2:28][CH2:27][CH2:26][CH2:25]4)[N:22]=[CH:23][C:18]=3[CH:17]=2)=[O:15])[CH:7]=1. Product: [Cl:12][C:9]1[CH:10]=[CH:11][C:6]([C:5]([OH:33])=[O:4])=[CH:7][C:8]=1[NH:13][C:14]([C:16]1[C:31](=[O:32])[NH:30][C:19]2[N:20]=[C:21]([N:24]3[CH2:29][CH2:28][CH2:27][CH2:26][CH2:25]3)[N:22]=[CH:23][C:18]=2[CH:17]=1)=[O:15]. The catalyst class is: 72.